From a dataset of Forward reaction prediction with 1.9M reactions from USPTO patents (1976-2016). Predict the product of the given reaction. Given the reactants [OH:1][CH2:2][CH:3]1[NH:8][CH2:7][CH2:6][N:5]([C:9]([O:11][C:12]([CH3:15])([CH3:14])[CH3:13])=[O:10])[CH2:4]1.C(N(CC)CC)C.[Cl:23][C:24]1[CH:32]=[CH:31][C:27]([C:28](Cl)=[O:29])=[C:26]([F:33])[CH:25]=1.O, predict the reaction product. The product is: [Cl:23][C:24]1[CH:32]=[CH:31][C:27]([C:28]([N:8]2[CH2:7][CH2:6][N:5]([C:9]([O:11][C:12]([CH3:15])([CH3:14])[CH3:13])=[O:10])[CH2:4][CH:3]2[CH2:2][OH:1])=[O:29])=[C:26]([F:33])[CH:25]=1.